Dataset: Full USPTO retrosynthesis dataset with 1.9M reactions from patents (1976-2016). Task: Predict the reactants needed to synthesize the given product. Given the product [NH2:12][C@H:13]([C:18]([OH:20])=[O:19])[C:14]([CH3:17])([CH3:16])[CH3:15].[C:1]1([CH3:11])[CH:6]=[CH:5][CH:4]=[C:3]([S:7]([O-:10])(=[O:8])=[O:9])[CH:2]=1, predict the reactants needed to synthesize it. The reactants are: [C:1]1([CH3:11])[CH:6]=[CH:5][CH:4]=[C:3]([S:7]([O-:10])(=[O:9])=[O:8])[CH:2]=1.[NH2:12][C@H:13]([C:18]([OH:20])=[O:19])[C:14]([CH3:17])([CH3:16])[CH3:15].